This data is from Forward reaction prediction with 1.9M reactions from USPTO patents (1976-2016). The task is: Predict the product of the given reaction. (1) Given the reactants C1(P(C2CCCCC2)C2C=CC=CC=2C2C(C(C)C)=CC(C(C)C)=CC=2C(C)C)CCCCC1.P([O-])([O-])([O-])=O.[K+].[K+].[K+].[CH3:43][N:44]1[C:52]2[C:47](=[CH:48][C:49](B3OC(C)(C)C(C)(C)O3)=[CH:50][CH:51]=2)[CH:46]=[CH:45]1.[O:62]1[CH:66]=[CH:65][CH:64]=[C:63]1[C:67]1[O:71][C:70]([NH:72][C:73]([C:75]2[CH:80]=[CH:79][CH:78]=[C:77](I)[CH:76]=2)=[O:74])=[N:69][N:68]=1, predict the reaction product. The product is: [O:62]1[CH:66]=[CH:65][CH:64]=[C:63]1[C:67]1[O:71][C:70]([NH:72][C:73]([C:75]2[CH:80]=[CH:79][CH:78]=[C:77]([C:49]3[CH:48]=[C:47]4[C:52](=[CH:51][CH:50]=3)[N:44]([CH3:43])[CH:45]=[CH:46]4)[CH:76]=2)=[O:74])=[N:69][N:68]=1. (2) Given the reactants [Br:1][C:2]1[CH:7]=[C:6]([CH2:8][N:9]([C:25]2[CH:30]=[CH:29][C:28]([Cl:31])=[C:27]([Cl:32])[CH:26]=2)[C:10]2[O:11][C:12]([C:15]3[CH:20]=[CH:19][C:18]([S:21]([CH3:24])(=[O:23])=[O:22])=[CH:17][CH:16]=3)=[CH:13][N:14]=2)[CH:5]=[CH:4][C:3]=1[C:33]([P:36](=[O:39])([OH:38])[OH:37])([F:35])[F:34].C(N(C(C)C)CC)(C)C.[C:49](=[O:58])([O:54][CH:55]([CH3:57])[CH3:56])[O:50][CH:51](Cl)[CH3:52], predict the reaction product. The product is: [CH:55]([O:54][C:49]([O:50][CH:51]([O:39][P:36]([C:33]([C:3]1[CH:4]=[CH:5][C:6]([CH2:8][N:9]([C:25]2[CH:30]=[CH:29][C:28]([Cl:31])=[C:27]([Cl:32])[CH:26]=2)[C:10]2[O:11][C:12]([C:15]3[CH:16]=[CH:17][C:18]([S:21]([CH3:24])(=[O:23])=[O:22])=[CH:19][CH:20]=3)=[CH:13][N:14]=2)=[CH:7][C:2]=1[Br:1])([F:34])[F:35])(=[O:37])[OH:38])[CH3:52])=[O:58])([CH3:57])[CH3:56]. (3) Given the reactants [Cl:1][C:2]1[CH:7]=[CH:6][C:5](/[CH:8]=[CH:9]/[C:10]([O:12][C:13]2[CH:18]=[CH:17][C:16]([OH:19])=[CH:15][CH:14]=2)=[O:11])=[CH:4][CH:3]=1.COC1C=CC(/[CH:28]=[CH:29]/[C:30]([O:32][C:33]2C=CC(O)=[CH:35][CH:34]=2)=[O:31])=CC=1, predict the reaction product. The product is: [Cl:1][C:2]1[CH:7]=[CH:6][C:5](/[CH:8]=[CH:9]/[C:10]([O:12][C:13]2[CH:14]=[CH:15][C:16]([O:19][CH2:35][CH2:34][CH2:33][O:32][C:30](=[O:31])[CH:29]=[CH2:28])=[CH:17][CH:18]=2)=[O:11])=[CH:4][CH:3]=1. (4) Given the reactants [CH2:1]([O:8][C:9]1[CH:10]=[CH:11][C:12]([CH:18]=[CH:19][C:20]([O:22][C:23]([CH3:26])([CH3:25])[CH3:24])=[O:21])=[C:13]([CH:17]=1)[C:14]([OH:16])=[O:15])[C:2]1[CH:7]=[CH:6][CH:5]=[CH:4][CH:3]=1.[CH3:27][Si:28]([CH3:33])([CH3:32])[CH2:29][CH2:30]O.C(Cl)CCl, predict the reaction product. The product is: [CH3:27][Si:28]([CH3:33])([CH3:32])[CH2:29][CH2:30][O:15][C:14](=[O:16])[C:13]1[CH:17]=[C:9]([O:8][CH2:1][C:2]2[CH:3]=[CH:4][CH:5]=[CH:6][CH:7]=2)[CH:10]=[CH:11][C:12]=1[CH:18]=[CH:19][C:20]([O:22][C:23]([CH3:26])([CH3:25])[CH3:24])=[O:21]. (5) Given the reactants [F:1][C:2]([F:16])([F:15])[C:3]1[CH:4]=[C:5]([NH:9][C:10]([CH3:14])=[CH:11][C:12]#[N:13])[CH:6]=[CH:7][CH:8]=1.[CH:17]([C:19]1[CH:26]=[CH:25][C:22]([C:23]#[N:24])=[CH:21][CH:20]=1)=O.[C:27]([CH2:29][C:30]([O:32][CH2:33][CH3:34])=[O:31])#[N:28].N1CCCCC1, predict the reaction product. The product is: [NH2:28][C:27]1[N:9]([C:5]2[CH:6]=[CH:7][CH:8]=[C:3]([C:2]([F:15])([F:16])[F:1])[CH:4]=2)[C:10]([CH3:14])=[C:11]([C:12]#[N:13])[CH:17]([C:19]2[CH:26]=[CH:25][C:22]([C:23]#[N:24])=[CH:21][CH:20]=2)[C:29]=1[C:30]([O:32][CH2:33][CH3:34])=[O:31]. (6) Given the reactants [N:1]1([C:6]2[CH:11]=[CH:10][C:9]([NH:12][C:13]3[C:18]([C:19]([O:21]CC)=[O:20])=[CH:17][N:16]=[C:15]([Cl:24])[N:14]=3)=[CH:8][CH:7]=2)[CH:5]=[N:4][CH:3]=[N:2]1.[Li+].[OH-].Cl, predict the reaction product. The product is: [N:1]1([C:6]2[CH:7]=[CH:8][C:9]([NH:12][C:13]3[C:18]([C:19]([OH:21])=[O:20])=[CH:17][N:16]=[C:15]([Cl:24])[N:14]=3)=[CH:10][CH:11]=2)[CH:5]=[N:4][CH:3]=[N:2]1. (7) The product is: [CH3:1][C:2]1[C:3]([CH:8]2[CH2:13][CH2:12][CH2:11][CH:10]([C:14]3[C:19]([CH3:20])=[CH:18][CH:17]=[CH:16][N:15]=3)[N:9]2[CH2:22][C:23]2[C:24]([C:28]#[N:29])=[CH:25][S:26][CH:27]=2)=[N:4][CH:5]=[CH:6][CH:7]=1. Given the reactants [CH3:1][C:2]1[C:3]([C@H:8]2[CH2:13][CH2:12][CH2:11][C@@H:10]([C:14]3[C:19]([CH3:20])=[CH:18][CH:17]=[CH:16][N:15]=3)[NH:9]2)=[N:4][CH:5]=[CH:6][CH:7]=1.Br[CH2:22][C:23]1[C:24]([C:28]#[N:29])=[CH:25][S:26][CH:27]=1.CCN(C(C)C)C(C)C, predict the reaction product.